This data is from Full USPTO retrosynthesis dataset with 1.9M reactions from patents (1976-2016). The task is: Predict the reactants needed to synthesize the given product. (1) The reactants are: [CH3:1][C:2]1[CH:3]=[C:4]([CH:8]=[CH:9][C:10]=1[C:11]([N:13]1[CH2:17][CH2:16][CH2:15][CH2:14]1)=[O:12])[C:5]([OH:7])=O.CN(C(ON1N=NC2C=CC=CC1=2)=[N+](C)C)C.[B-](F)(F)(F)F.C(N(C(C)C)CC)(C)C.[Cl:49][C:50]1[CH:71]=[CH:70][C:53]2[NH:54][C:55]([C@@H:57]([NH2:69])[CH2:58][C:59]3[CH:64]=[CH:63][C:62]([O:65][CH3:66])=[C:61]([O:67][CH3:68])[CH:60]=3)=[N:56][C:52]=2[CH:51]=1.ClCl. Given the product [Cl:49][C:50]1[CH:71]=[CH:70][C:53]2[NH:54][C:55]([C@@H:57]([NH:69][C:5](=[O:7])[C:4]3[CH:8]=[CH:9][C:10]([C:11]([N:13]4[CH2:17][CH2:16][CH2:15][CH2:14]4)=[O:12])=[C:2]([CH3:1])[CH:3]=3)[CH2:58][C:59]3[CH:64]=[CH:63][C:62]([O:65][CH3:66])=[C:61]([O:67][CH3:68])[CH:60]=3)=[N:56][C:52]=2[CH:51]=1, predict the reactants needed to synthesize it. (2) Given the product [CH2:41]([NH:37][CH2:23][CH2:24][O:25][C:26]1[CH:27]=[CH:28][C:29]([O:19][C:16]2[CH:17]=[C:18]3[C:13](=[CH:14][CH:15]=2)[N:12]=[CH:11][N:10]=[C:9]3[NH:8][C:5]2[CH:4]=[N:3][C:2]([CH3:1])=[CH:7][N:6]=2)=[N:30][CH:31]=1)[CH3:42], predict the reactants needed to synthesize it. The reactants are: [CH3:1][C:2]1[N:3]=[CH:4][C:5]([NH:8][C:9]2[C:18]3[C:13](=[CH:14][CH:15]=[C:16]([OH:19])[CH:17]=3)[N:12]=[CH:11][N:10]=2)=[N:6][CH:7]=1.C(O[CH:23](OCC)[CH2:24][O:25][C:26]1[CH:27]=[CH:28][C:29](F)=[N:30][CH:31]=1)C.C[NH2:37].O1[CH2:42][CH2:41]CC1.